Predict the reaction yield, written as a fraction of the theoretical maximum amount of product (1.0 means a 100% yield; for example, 0.34 means a 34% yield). From a dataset of Reaction yield outcomes from USPTO patents with 853,638 reactions. (1) The reactants are [Cl:1][C:2]1[CH:7]=[CH:6][C:5]([CH:8]([NH2:15])[CH2:9][CH2:10][CH2:11][N:12]([CH3:14])[CH3:13])=[CH:4][CH:3]=1.[C:16]([O:20][C:21]([NH:23][C:24]1([C:39](O)=[O:40])[CH2:29][CH2:28][N:27]([C:30]2[C:31]3[CH:38]=[CH:37][NH:36][C:32]=3[N:33]=[CH:34][N:35]=2)[CH2:26][CH2:25]1)=[O:22])([CH3:19])([CH3:18])[CH3:17].CCN(C(C)C)C(C)C.F[P-](F)(F)(F)(F)F.N1(OC(N(C)C)=[N+](C)C)C2N=CC=CC=2N=N1. The catalyst is CC(N(C)C)=O.CCOC(C)=O. The yield is 0.510. The product is [Cl:1][C:2]1[CH:3]=[CH:4][C:5]([CH:8]([NH:15][C:39]([C:24]2([NH:23][C:21](=[O:22])[O:20][C:16]([CH3:18])([CH3:17])[CH3:19])[CH2:25][CH2:26][N:27]([C:30]3[C:31]4[CH:38]=[CH:37][NH:36][C:32]=4[N:33]=[CH:34][N:35]=3)[CH2:28][CH2:29]2)=[O:40])[CH2:9][CH2:10][CH2:11][N:12]([CH3:13])[CH3:14])=[CH:6][CH:7]=1. (2) The catalyst is CN(C=O)C. The yield is 0.300. The product is [NH2:1][C:2]1[C:7]([C:8]#[N:9])=[C:6]([C:10]2[CH:11]=[CH:12][C:13]([N:21]([CH3:23])[CH3:22])=[C:14]([NH:16][C:17](=[O:20])[CH2:18][NH:40][CH2:41][CH:42]3[CH2:44][CH2:43]3)[CH:15]=2)[CH:5]=[C:4]([C:24]2[CH:29]=[CH:28][CH:27]=[CH:26][C:25]=2[O:30][CH2:31][C:32]2[CH:37]=[CH:36][C:35]([O:38][CH3:39])=[CH:34][CH:33]=2)[N:3]=1. The reactants are [NH2:1][C:2]1[C:7]([C:8]#[N:9])=[C:6]([C:10]2[CH:11]=[CH:12][C:13]([N:21]([CH3:23])[CH3:22])=[C:14]([NH:16][C:17](=[O:20])[CH2:18]Cl)[CH:15]=2)[CH:5]=[C:4]([C:24]2[CH:29]=[CH:28][CH:27]=[CH:26][C:25]=2[O:30][CH2:31][C:32]2[CH:37]=[CH:36][C:35]([O:38][CH3:39])=[CH:34][CH:33]=2)[N:3]=1.[NH2:40][CH2:41][CH:42]1[CH2:44][CH2:43]1.